This data is from Reaction yield outcomes from USPTO patents with 853,638 reactions. The task is: Predict the reaction yield, written as a fraction of the theoretical maximum amount of product (1.0 means a 100% yield; for example, 0.34 means a 34% yield). (1) The reactants are [CH3:1][C@@:2]1([OH:18])[C@H:6]([OH:7])[C@@H:5]([CH2:8][OH:9])[O:4][C@H:3]1[N:10]1[CH:17]=[CH:16][C:14](=[O:15])[NH:13][C:11]1=[O:12].[C:19]([OH:22])(=O)[CH3:20]. The catalyst is N1C=CC=CC=1.CN(C1C=CN=CC=1)C. The product is [C:3]([O:18][C@:2]1([CH3:1])[C@H:6]([O:7][C:6](=[O:7])[CH3:5])[C@@H:5]([CH2:8][O:9][C:19](=[O:22])[CH3:20])[O:4][C@H:3]1[N:10]1[CH:17]=[CH:16][C:14](=[O:15])[NH:13][C:11]1=[O:12])(=[O:4])[CH3:2]. The yield is 0.930. (2) The reactants are [CH2:1]([O:3][CH2:4][N:5]1[C:9](B2OC(C)(C)C(C)(C)O2)=[CH:8][CH:7]=[N:6]1)[CH3:2].[C:19]([C:21]1[CH:22]=[C:23]([S:40]([N:43]([CH2:49][C:50]2[CH:55]=[CH:54][C:53]([O:56][CH3:57])=[CH:52][C:51]=2[O:58][CH3:59])[C:44]2[S:48][N:47]=[CH:46][N:45]=2)(=[O:42])=[O:41])[CH:24]=[CH:25][C:26]=1[O:27][C:28]1[CH:33]=[CH:32][C:31]([O:34][C:35]([F:38])([F:37])[F:36])=[CH:30][C:29]=1I)#[N:20]. No catalyst specified. The product is [C:19]([C:21]1[CH:22]=[C:23]([S:40]([N:43]([CH2:49][C:50]2[CH:55]=[CH:54][C:53]([O:56][CH3:57])=[CH:52][C:51]=2[O:58][CH3:59])[C:44]2[S:48][N:47]=[CH:46][N:45]=2)(=[O:42])=[O:41])[CH:24]=[CH:25][C:26]=1[O:27][C:28]1[CH:29]=[CH:30][C:31]([O:34][C:35]([F:37])([F:36])[F:38])=[CH:32][C:33]=1[C:9]1[N:5]([CH2:4][O:3][CH2:1][CH3:2])[N:6]=[CH:7][CH:8]=1)#[N:20]. The yield is 0.290. (3) The reactants are [CH:1]1[CH:6]=[C:5]([S:7][S:7][C:5]2[N:4]=[CH:3][CH:2]=[CH:1][CH:6]=2)[N:4]=[CH:3][CH:2]=1.C1C=CC(P(C2C=CC=CC=2)C2C=CC=CC=2)=CC=1.[Br-].[NH:35]1[CH:39]=[CH:38][CH:37]=[CH:36]1.C[Mg]Br.[NH4+].[Cl-].CC[O:47]CC. The catalyst is C1(C)C=CC=CC=1.O. The product is [CH3:6][C:5]1[S:7][C:2]([C:1]([C:36]2[NH:35][CH:39]=[CH:38][CH:37]=2)=[O:47])=[CH:3][N:4]=1. The yield is 0.620. (4) The product is [CH3:1][C:2]1[N:6]([CH2:7][C:8]2[C:17]3[C:12](=[CH:13][CH:14]=[CH:15][CH:16]=3)[CH:11]=[CH:10][CH:9]=2)[C:5]2[CH:18]=[C:19]([N:23]3[CH2:28][CH2:27][O:26][CH2:25][CH2:24]3)[CH:20]=[C:21]([NH:22][S:37]([CH3:36])(=[O:39])=[O:38])[C:4]=2[N:3]=1. The catalyst is C(Cl)Cl. The reactants are [CH3:1][C:2]1[N:6]([CH2:7][C:8]2[C:17]3[C:12](=[CH:13][CH:14]=[CH:15][CH:16]=3)[CH:11]=[CH:10][CH:9]=2)[C:5]2[CH:18]=[C:19]([N:23]3[CH2:28][CH2:27][O:26][CH2:25][CH2:24]3)[CH:20]=[C:21]([NH2:22])[C:4]=2[N:3]=1.CCN(CC)CC.[CH3:36][S:37](Cl)(=[O:39])=[O:38]. The yield is 0.800. (5) The reactants are [N+:1]([O-:4])(O)=[O:2].[F:5][C:6]1[CH:15]=[CH:14][CH:13]=[C:12]([F:16])[C:7]=1[C:8]([O:10][CH3:11])=[O:9]. The catalyst is S(=O)(=O)(O)O. The product is [F:5][C:6]1[C:15]([N+:1]([O-:4])=[O:2])=[CH:14][CH:13]=[C:12]([F:16])[C:7]=1[C:8]([O:10][CH3:11])=[O:9]. The yield is 0.806. (6) The reactants are COC1C=C(OC)C=CC=1C[N:6]([C:32]1[CH:37]=[CH:36][N:35]=[CH:34][N:33]=1)[S:7]([C:10]1[CH:15]=[CH:14][C:13]([O:16][C@H:17]2[CH2:21][CH2:20][CH2:19][C@@H:18]2[C:22]2[N:26]([CH3:27])[N:25]=[CH:24][CH:23]=2)=[C:12]([C:28]([F:31])([F:30])[F:29])[CH:11]=1)(=[O:9])=[O:8].C([SiH](CC)CC)C.FC(F)(F)C(O)=O. The catalyst is ClCCl. The product is [CH3:27][N:26]1[C:22]([C@H:18]2[CH2:19][CH2:20][CH2:21][C@@H:17]2[O:16][C:13]2[CH:14]=[CH:15][C:10]([S:7]([NH:6][C:32]3[CH:37]=[CH:36][N:35]=[CH:34][N:33]=3)(=[O:8])=[O:9])=[CH:11][C:12]=2[C:28]([F:31])([F:29])[F:30])=[CH:23][CH:24]=[N:25]1. The yield is 0.540. (7) The reactants are COC[O:4][C:5]1[CH:10]=[CH:9][CH:8]=[CH:7][C:6]=1[C:11]([F:14])([F:13])[F:12].C([Li])CCC.Cl.CC([O:25][CH3:26])(C)C.C1C[O:30]CC1. No catalyst specified. The product is [OH:4][C:5]1[C:6]([C:11]([F:12])([F:13])[F:14])=[CH:7][CH:8]=[CH:9][C:10]=1[C:26]([OH:25])=[O:30]. The yield is 0.990.